Dataset: Peptide-MHC class II binding affinity with 134,281 pairs from IEDB. Task: Regression. Given a peptide amino acid sequence and an MHC pseudo amino acid sequence, predict their binding affinity value. This is MHC class II binding data. (1) The peptide sequence is SQIPISINYRTEIDK. The MHC is DRB4_0101 with pseudo-sequence DRB4_0103. The binding affinity (normalized) is 0.335. (2) The peptide sequence is ADDLTAAINKGILVT. The MHC is DRB1_1101 with pseudo-sequence DRB1_1101. The binding affinity (normalized) is 0.174. (3) The binding affinity (normalized) is 0.849. The MHC is DRB1_1302 with pseudo-sequence DRB1_1302. The peptide sequence is YDKFLANVSTMLTGK. (4) The MHC is HLA-DQA10401-DQB10402 with pseudo-sequence HLA-DQA10401-DQB10402. The binding affinity (normalized) is 0.479. The peptide sequence is ADAGYAPATPAAAGA.